This data is from Forward reaction prediction with 1.9M reactions from USPTO patents (1976-2016). The task is: Predict the product of the given reaction. (1) The product is: [CH3:3][C:2]([CH:17]1[CH2:22][NH:21][C:20](=[O:30])[CH2:19][CH2:18]1)([S:4]([C:7]1[CH:12]=[CH:11][CH:10]=[C:9]([C:13]([F:15])([F:14])[F:16])[CH:8]=1)(=[O:5])=[O:6])[CH3:1]. Given the reactants [CH3:1][C:2]([CH:17]1[CH2:22][N:21](C(OC(C)(C)C)=O)[C:20](=[O:30])[CH2:19][CH2:18]1)([S:4]([C:7]1[CH:12]=[CH:11][CH:10]=[C:9]([C:13]([F:16])([F:15])[F:14])[CH:8]=1)(=[O:6])=[O:5])[CH3:3], predict the reaction product. (2) Given the reactants Cl[S:2]([C:5]1[CH:14]=[CH:13][C:12]2[NH:11][C:10](=[O:15])[C:9]3[NH:16][CH:17]=[C:18]([C:19]([OH:21])=[O:20])[C:8]=3[C:7]=2[CH:6]=1)(=[O:4])=[O:3].[Cl:22][C:23]1[CH:29]=[CH:28][C:26]([NH2:27])=[CH:25][CH:24]=1, predict the reaction product. The product is: [Cl:22][C:23]1[CH:29]=[CH:28][C:26]([NH:27][S:2]([C:5]2[CH:14]=[CH:13][C:12]3[NH:11][C:10](=[O:15])[C:9]4[NH:16][CH:17]=[CH:18][C:8]=4[C:7]=3[CH:6]=2)(=[O:3])=[O:4])=[CH:25][CH:24]=1.[CH2:18]([C:19]([O-:21])=[O:20])[CH3:17]. (3) Given the reactants [CH3:1][Si:2]([CH3:22])([CH3:21])[CH2:3][CH2:4][O:5][CH2:6][N:7]1[C:15]2[C:10](=[CH:11][CH:12]=[CH:13][CH:14]=2)[C:9]2[CH2:16][CH2:17][NH:18][C:19](=[O:20])[C:8]1=2.[Br:23][C:24]1[CH:29]=[CH:28][CH:27]=[C:26](Br)[C:25]=1[CH3:31].C(=O)([O-])[O-].[Cs+].[Cs+].CNCCN, predict the reaction product. The product is: [Br:23][C:24]1[C:25]([CH3:31])=[C:26]([N:18]2[CH2:17][CH2:16][C:9]3[C:10]4[C:15](=[CH:14][CH:13]=[CH:12][CH:11]=4)[N:7]([CH2:6][O:5][CH2:4][CH2:3][Si:2]([CH3:22])([CH3:21])[CH3:1])[C:8]=3[C:19]2=[O:20])[CH:27]=[CH:28][CH:29]=1. (4) Given the reactants [CH2:1]([C:3]1[CH:7]=[C:6]([CH3:8])[O:5][N:4]=1)[CH3:2].C1C(=O)N([Br:16])C(=O)C1.C(OCC)(=O)C, predict the reaction product. The product is: [Br:16][C:7]1[C:3]([CH2:1][CH3:2])=[N:4][O:5][C:6]=1[CH3:8]. (5) Given the reactants [CH2:1]([O:8][C:9]1[CH:14]=[CH:13][C:12]([CH2:15][CH2:16][CH2:17][C:18]([O:20][CH3:21])=[O:19])=[CH:11][CH:10]=1)[C:2]1[CH:7]=[CH:6][CH:5]=[CH:4][CH:3]=1.[Li+].CC([N-]C(C)C)C.Br[CH2:31]/[CH:32]=[CH:33]/[C:34]1[CH:39]=[CH:38][CH:37]=[CH:36][CH:35]=1.Cl, predict the reaction product. The product is: [CH2:1]([O:8][C:9]1[CH:14]=[CH:13][C:12]([CH2:15][CH2:16][CH:17]([CH2:31]/[CH:32]=[CH:33]/[C:34]2[CH:39]=[CH:38][CH:37]=[CH:36][CH:35]=2)[C:18]([O:20][CH3:21])=[O:19])=[CH:11][CH:10]=1)[C:2]1[CH:3]=[CH:4][CH:5]=[CH:6][CH:7]=1. (6) Given the reactants [NH2:1][C:2]1[CH:7]=[CH:6][C:5]([Cl:8])=[CH:4][C:3]=1[OH:9].[Cl:10][C:11]1[CH:12]=[C:13]([Br:18])[CH:14]=[CH:15][C:16]=1F, predict the reaction product. The product is: [Br:18][C:13]1[CH:14]=[CH:15][C:16]([O:9][C:3]2[CH:4]=[C:5]([Cl:8])[CH:6]=[CH:7][C:2]=2[NH2:1])=[C:11]([Cl:10])[CH:12]=1.